The task is: Predict the product of the given reaction.. This data is from Forward reaction prediction with 1.9M reactions from USPTO patents (1976-2016). (1) Given the reactants [CH3:1][C@@H:2]1[CH2:7][NH:6][CH2:5][CH2:4][NH:3]1.Br[C:9]1[N:14]=[CH:13][CH:12]=[CH:11][N:10]=1, predict the reaction product. The product is: [CH3:1][C@H:2]1[NH:3][CH2:4][CH2:5][N:6]([C:9]2[N:14]=[CH:13][CH:12]=[CH:11][N:10]=2)[CH2:7]1. (2) The product is: [CH2:32]([O:31][CH2:30][CH2:29][CH2:28][CH2:27][CH2:26][CH2:25][CH2:24][CH2:23][N:10]1[CH:11]=[C:7]([C:1]2[CH:2]=[CH:3][CH:4]=[CH:5][CH:6]=2)[N:8]=[CH:9]1)[CH2:33][CH2:34][CH2:35][CH2:36][CH3:37]. Given the reactants [C:1]1([C:7]2[N:8]=[CH:9][NH:10][CH:11]=2)[CH:6]=[CH:5][CH:4]=[CH:3][CH:2]=1.CC(C)([O-])C.[Na+].CS(O[CH2:23][CH2:24][CH2:25][CH2:26][CH2:27][CH2:28][CH2:29][CH2:30][O:31][CH2:32][CH2:33][CH2:34][CH2:35][CH2:36][CH3:37])(=O)=O, predict the reaction product. (3) Given the reactants [CH2:1]([C:12]1[CH:13]=[C:14]([CH:19]=[CH:20][CH:21]=1)[C:15]([NH:17][NH2:18])=[O:16])[CH2:2][CH2:3][CH2:4][CH2:5][CH2:6][CH2:7][CH2:8][CH2:9][CH2:10][CH3:11].[C:22]([C:24]1([C:27](O)=[O:28])[CH2:26][CH2:25]1)#[N:23], predict the reaction product. The product is: [C:22]([C:24]1([C:27]([NH:18][NH:17][C:15](=[O:16])[C:14]2[CH:19]=[CH:20][CH:21]=[C:12]([CH2:1][CH2:2][CH2:3][CH2:4][CH2:5][CH2:6][CH2:7][CH2:8][CH2:9][CH2:10][CH3:11])[CH:13]=2)=[O:28])[CH2:26][CH2:25]1)#[N:23]. (4) Given the reactants C(Cl)(=O)C(Cl)=O.[F:7][C:8]1[CH:23]=[CH:22][CH:21]=[CH:20][C:9]=1[O:10][C:11]1[CH:19]=[CH:18][C:14]([C:15]([OH:17])=O)=[CH:13][CH:12]=1.[F:24][C:25]1[CH:34]=[C:33]([CH2:35][NH:36][CH2:37][C:38]2[CH:43]=[CH:42][CH:41]=[C:40]([O:44][CH3:45])[CH:39]=2)[CH:32]=[CH:31][C:26]=1[C:27]([O:29][CH3:30])=[O:28].C(N(CC)CC)C, predict the reaction product. The product is: [F:24][C:25]1[CH:34]=[C:33]([CH2:35][N:36]([CH2:37][C:38]2[CH:43]=[CH:42][CH:41]=[C:40]([O:44][CH3:45])[CH:39]=2)[C:15](=[O:17])[C:14]2[CH:13]=[CH:12][C:11]([O:10][C:9]3[CH:20]=[CH:21][CH:22]=[CH:23][C:8]=3[F:7])=[CH:19][CH:18]=2)[CH:32]=[CH:31][C:26]=1[C:27]([O:29][CH3:30])=[O:28].